This data is from Catalyst prediction with 721,799 reactions and 888 catalyst types from USPTO. The task is: Predict which catalyst facilitates the given reaction. (1) Reactant: [C:1]1([C:7]2[CH2:8][CH2:9][CH2:10][C:11]3[CH:24]=[CH:23][CH:22]=[CH:21][C:12]=3[C:13]=2[C:14]2[CH:19]=[CH:18][C:17]([OH:20])=[CH:16][CH:15]=2)[CH:6]=[CH:5][CH:4]=[CH:3][CH:2]=1.N1C=CC=CC=1.[F:31][C:32]([F:45])([F:44])[S:33](O[S:33]([C:32]([F:45])([F:44])[F:31])(=[O:35])=[O:34])(=[O:35])=[O:34]. Product: [C:1]1([C:7]2[CH2:8][CH2:9][CH2:10][C:11]3[CH:24]=[CH:23][CH:22]=[CH:21][C:12]=3[C:13]=2[C:14]2[CH:15]=[CH:16][C:17]([O:20][S:33]([C:32]([F:45])([F:44])[F:31])(=[O:35])=[O:34])=[CH:18][CH:19]=2)[CH:6]=[CH:5][CH:4]=[CH:3][CH:2]=1. The catalyst class is: 34. (2) Reactant: Br[CH2:2][C:3]1[C:8]([Cl:9])=[C:7]([Cl:10])[CH:6]=[CH:5][C:4]=1[Cl:11].[NH2:12][C:13]1[CH:18]=[C:17]([CH3:19])[N:16]=[C:15]([SH:20])[N:14]=1.C(N(CC)CC)C. Product: [CH3:19][C:17]1[N:16]=[C:15]([S:20][CH2:2][C:3]2[C:4]([Cl:11])=[CH:5][CH:6]=[C:7]([Cl:10])[C:8]=2[Cl:9])[N:14]=[C:13]([NH2:12])[CH:18]=1. The catalyst class is: 8. (3) Reactant: C(O)(=O)C.[CH:5]([NH2:7])=[NH:6].N[C:9]1[CH:13]=[CH:12][NH:11][C:10]=1[C:14](OCC)=[O:15]. Product: [N:6]1[C:9]2[CH:13]=[CH:12][NH:11][C:10]=2[C:14](=[O:15])[NH:7][CH:5]=1. The catalyst class is: 8. (4) Reactant: [O-]P([O-])([O-])=O.[K+].[K+].[K+].[Cl:9][C:10]1[CH:11]=[C:12]2[C:16](=[CH:17][C:18]=1[Cl:19])[NH:15][N:14]=[CH:13]2.[C:20]([CH:22]1[CH2:27][CH2:26][N:25]([C:28](=[O:54])[C@H:29]([NH:33][C:34]([C:36]2[C:44]3[C:39](=[N:40][CH:41]=[C:42](I)[N:43]=3)[N:38]([CH2:46][O:47][CH2:48][CH2:49][Si:50]([CH3:53])([CH3:52])[CH3:51])[CH:37]=2)=[O:35])[CH:30]2[CH2:32][CH2:31]2)[CH2:24][CH2:23]1)#[N:21].CN[C@@H]1CCCC[C@H]1NC. Product: [C:20]([CH:22]1[CH2:27][CH2:26][N:25]([C:28](=[O:54])[C@H:29]([NH:33][C:34]([C:36]2[C:44]3[C:39](=[N:40][CH:41]=[C:42]([N:15]4[C:16]5[C:12](=[CH:11][C:10]([Cl:9])=[C:18]([Cl:19])[CH:17]=5)[CH:13]=[N:14]4)[N:43]=3)[N:38]([CH2:46][O:47][CH2:48][CH2:49][Si:50]([CH3:52])([CH3:51])[CH3:53])[CH:37]=2)=[O:35])[CH:30]2[CH2:31][CH2:32]2)[CH2:24][CH2:23]1)#[N:21]. The catalyst class is: 509. (5) Reactant: [CH2:1]1[CH2:6][CH2:5][CH2:4][CH2:3][CH2:2]1.[C:7]([Br:11])([CH3:10])([CH3:9])[CH3:8].[Br-].[Al+3].[Br-].[Br-]. Product: [Br:11][C:7]12[CH2:10][CH:3]3[CH2:4][CH:5]([CH2:6][C:1]([CH2:6][CH2:1][CH2:2][CH3:3])([CH2:2]3)[CH2:8]1)[CH2:9]2. The catalyst class is: 6. (6) Reactant: Br[C:2]1[CH:3]=[C:4]([NH:11][C:12](=[O:14])[CH3:13])[CH:5]=[C:6]([N+:8]([O-:10])=[O:9])[CH:7]=1.N#N.[CH3:17][O:18][C:19]1[CH:24]=[CH:23][C:22](B(O)O)=[CH:21][CH:20]=1.C(=O)([O-])[O-].[Na+].[Na+]. Product: [CH3:17][O:18][C:19]1[CH:24]=[CH:23][C:22]([C:2]2[CH:7]=[C:6]([N+:8]([O-:10])=[O:9])[CH:5]=[C:4]([NH:11][C:12](=[O:14])[CH3:13])[CH:3]=2)=[CH:21][CH:20]=1. The catalyst class is: 438. (7) Reactant: Br[CH2:2][C:3]1[N:7]2[CH:8]=[CH:9][C:10](C)=[CH:11][C:6]2=[N:5][CH:4]=1.[CH3:13][C:14]1[N:19]=[C:18]([SH:20])[N:17]=[C:16]([OH:21])[CH:15]=1.[CH2:22](N(CC)CC)C.CCOCC. Product: [CH3:13][C:14]1[N:19]=[C:18]([S:20][CH2:2][C:3]2[N:7]3[CH:8]=[C:9]([CH3:22])[CH:10]=[CH:11][C:6]3=[N:5][CH:4]=2)[N:17]=[C:16]([OH:21])[CH:15]=1. The catalyst class is: 412. (8) The catalyst class is: 13. Reactant: [Cl:1][CH2:2][C:3]([O:5][C:6]1[CH:11]=[CH:10][C:9]([NH:12][C:13](=[O:15])[CH3:14])=[CH:8][CH:7]=1)=[O:4].[CH2:16]([P:20]([CH2:25][CH2:26][CH2:27][CH3:28])[CH2:21][CH2:22][CH2:23][CH3:24])[CH2:17][CH2:18][CH3:19]. Product: [Cl-:1].[C:13]([NH:12][C:9]1[CH:10]=[CH:11][C:6]([O:5][C:3](=[O:4])[CH2:2][P+:20]([CH2:21][CH2:22][CH2:23][CH3:24])([CH2:25][CH2:26][CH2:27][CH3:28])[CH2:16][CH2:17][CH2:18][CH3:19])=[CH:7][CH:8]=1)(=[O:15])[CH3:14].